From a dataset of Full USPTO retrosynthesis dataset with 1.9M reactions from patents (1976-2016). Predict the reactants needed to synthesize the given product. (1) The reactants are: [C:1]([O:5][C:6]([N:8]1[CH2:13][CH2:12][N:11]([C:14]2[C:23]([CH:24]3[CH2:26][CH2:25]3)=[C:22]3[C:17]([CH:18]=[C:19]([C:27]([O:29]CC)=[O:28])[N:20]=[CH:21]3)=[CH:16][CH:15]=2)[CH2:10][CH2:9]1)=[O:7])([CH3:4])([CH3:3])[CH3:2].[OH-].[Na+]. Given the product [C:1]([O:5][C:6]([N:8]1[CH2:13][CH2:12][N:11]([C:14]2[C:23]([CH:24]3[CH2:25][CH2:26]3)=[C:22]3[C:17]([CH:18]=[C:19]([C:27]([OH:29])=[O:28])[N:20]=[CH:21]3)=[CH:16][CH:15]=2)[CH2:10][CH2:9]1)=[O:7])([CH3:4])([CH3:2])[CH3:3], predict the reactants needed to synthesize it. (2) Given the product [CH2:15]([C:17]([C:35]1[CH:36]=[C:37]([CH3:43])[C:38]([OH:42])=[C:39]([CH3:41])[CH:40]=1)([C:20]1[CH:25]=[CH:24][C:23](/[CH:26]=[CH:27]/[C:28]([CH2:29][CH3:30])([OH:31])[CH2:32][CH3:33])=[C:22]([CH3:34])[CH:21]=1)[CH2:18][CH3:19])[CH3:16], predict the reactants needed to synthesize it. The reactants are: [H-].COCCO[Al+]OCCOC.[Na+].[H-].[CH2:15]([C:17]([C:35]1[CH:40]=[C:39]([CH3:41])[C:38]([OH:42])=[C:37]([CH3:43])[CH:36]=1)([C:20]1[CH:25]=[CH:24][C:23]([C:26]#[C:27][C:28]([CH2:32][CH3:33])([OH:31])[CH2:29][CH3:30])=[C:22]([CH3:34])[CH:21]=1)[CH2:18][CH3:19])[CH3:16].